From a dataset of Full USPTO retrosynthesis dataset with 1.9M reactions from patents (1976-2016). Predict the reactants needed to synthesize the given product. (1) Given the product [F:14][C:4]([F:3])([C:10]([F:11])([F:12])[F:13])[C:5](=[O:7])[CH2:16][C:15]#[N:17], predict the reactants needed to synthesize it. The reactants are: [H-].[Na+].[F:3][C:4]([F:14])([C:10]([F:13])([F:12])[F:11])[C:5]([O:7]CC)=O.[C:15](#[N:17])[CH3:16]. (2) Given the product [CH:1]1[C:11]2[CH:10]=[CH:9][C:8]3[CH:12]=[CH:13][CH:14]=[CH:15][C:7]=3[C:6](=[CH:16][CH2:17][OH:18])[C:5]=2[CH:4]=[CH:3][CH:2]=1, predict the reactants needed to synthesize it. The reactants are: [CH:1]1[C:11]2[CH:10]=[CH:9][C:8]3[CH:12]=[CH:13][CH:14]=[CH:15][C:7]=3[C:6](=[CH:16][C:17](OCC)=[O:18])[C:5]=2[CH:4]=[CH:3][CH:2]=1.CCCCCC. (3) The reactants are: N[C@H]([CH:7]=[O:8])CCSC.[Br:9][C:10]1[CH:11]=[C:12]2[C:17](=[CH:18][CH:19]=1)[N:16]=[C:15](Cl)[CH:14]=[CH:13]2. Given the product [Br:9][C:10]1[CH:11]=[C:12]2[C:17](=[CH:18][CH:19]=1)[N:16]=[C:15]([O:8][CH3:7])[CH:14]=[CH:13]2, predict the reactants needed to synthesize it. (4) Given the product [CH3:26][O:19][C:18]([C:17]1[C:11]2[N:10]=[C:9]([C:3]3[CH:4]=[CH:5][C:6]([F:8])=[CH:7][C:2]=3[F:1])[NH:13][C:12]=2[C:14]([OH:21])=[CH:15][CH:16]=1)=[O:20], predict the reactants needed to synthesize it. The reactants are: [F:1][C:2]1[CH:7]=[C:6]([F:8])[CH:5]=[CH:4][C:3]=1[C:9]1[NH:13][C:12]2[C:14]([OH:21])=[CH:15][CH:16]=[C:17]([C:18]([OH:20])=[O:19])[C:11]=2[N:10]=1.O=S(Cl)Cl.[CH3:26]O. (5) Given the product [NH2:14][C@H:15]([C:33](=[O:35])[NH2:34])[CH2:16][CH2:17][CH2:18][CH2:19][NH:20][C:21](=[O:32])[C:22]1[CH:27]=[CH:26][CH:25]=[CH:24][C:23]=1[O:28][CH2:29][C:30]#[CH:31], predict the reactants needed to synthesize it. The reactants are: FC(F)(F)C(O)=O.C(OC(=O)[NH:14][C@H:15]([C:33](=[O:35])[NH2:34])[CH2:16][CH2:17][CH2:18][CH2:19][NH:20][C:21](=[O:32])[C:22]1[CH:27]=[CH:26][CH:25]=[CH:24][C:23]=1[O:28][CH2:29][C:30]#[CH:31])(C)(C)C. (6) Given the product [C:1]([C:5]1[CH:6]=[C:7]([CH:19]=[CH:20][CH:21]=1)[O:8][C:9]1[S:10][CH:11]=[C:12]([C:14]([NH:51][C:50]2[C:49]([O:52][CH3:53])=[N:48][C:47]([NH:54][CH2:55][CH2:56][CH2:57][N:58]3[CH2:63][CH2:62][O:61][CH2:60][CH2:59]3)=[N:46][C:45]=2[O:44][CH3:43])=[O:16])[N:13]=1)([CH3:2])([CH3:3])[CH3:4], predict the reactants needed to synthesize it. The reactants are: [C:1]([C:5]1[CH:6]=[C:7]([CH:19]=[CH:20][CH:21]=1)[O:8][C:9]1[S:10][CH:11]=[C:12]([C:14]([O:16]CC)=O)[N:13]=1)([CH3:4])([CH3:3])[CH3:2].C(C1C=C(C=CC=1)OC1(C(OCC)=O)NC=CS1)(C)(C)C.[CH3:43][O:44][C:45]1[C:50]([NH2:51])=[C:49]([O:52][CH3:53])[N:48]=[C:47]([NH:54][CH2:55][CH2:56][CH2:57][N:58]2[CH2:63][CH2:62][O:61][CH2:60][CH2:59]2)[N:46]=1. (7) The reactants are: [Cl:1][C:2]1[CH:3]=[C:4]([NH:8][C:9]2[CH:17]=[C:16]([CH:18]([CH3:20])[CH3:19])[C:12]([C:13]([OH:15])=O)=[CH:11][N:10]=2)[CH:5]=[CH:6][CH:7]=1.C(N1CCOCC1)C.C1(CN)CC1.O.O[N:36]1[C:40]2[CH:41]=[CH:42][CH:42]=[CH:41][C:40]=2[N:36]=N1.Cl.CN(C)CCCN=C=NCC. Given the product [Cl:1][C:2]1[CH:3]=[C:4]([NH:8][C:9]2[CH:17]=[C:16]([CH:18]([CH3:20])[CH3:19])[C:12]([C:13]([NH:36][CH:40]3[CH2:41][CH2:42]3)=[O:15])=[CH:11][N:10]=2)[CH:5]=[CH:6][CH:7]=1, predict the reactants needed to synthesize it. (8) Given the product [CH2:22]([N:19]1[CH2:20][CH2:21][CH:16]([NH:15][C:5](=[O:7])[C:4]2[C:8]([N+:12]([O-:14])=[O:13])=[CH:9][CH:10]=[CH:11][C:3]=2[O:2][CH3:1])[CH2:17][CH2:18]1)[C:23]1[CH:24]=[CH:25][CH:26]=[CH:27][CH:28]=1, predict the reactants needed to synthesize it. The reactants are: [CH3:1][O:2][C:3]1[CH:11]=[CH:10][CH:9]=[C:8]([N+:12]([O-:14])=[O:13])[C:4]=1[C:5]([OH:7])=O.[NH2:15][CH:16]1[CH2:21][CH2:20][N:19]([CH2:22][C:23]2[CH:28]=[CH:27][CH:26]=[CH:25][CH:24]=2)[CH2:18][CH2:17]1.ON1C2C=CC=CC=2N=N1.CN(C)CCCN=C=NCC.C(N(CC)CC)C.